This data is from Catalyst prediction with 721,799 reactions and 888 catalyst types from USPTO. The task is: Predict which catalyst facilitates the given reaction. Reactant: [C:1]([N:9]1[CH2:15][CH2:14][CH:13](Br)[C:12](=O)[C:11]2[CH:18]=[CH:19][CH:20]=[CH:21][C:10]1=2)(=[O:8])[C:2]1[CH:7]=[CH:6][CH:5]=[CH:4][CH:3]=1.[C:22]([NH2:25])(=[S:24])[CH3:23]. Product: [CH3:23][C:22]1[S:24][C:13]2[CH2:14][CH2:15][N:9]([C:1]([C:2]3[CH:7]=[CH:6][CH:5]=[CH:4][CH:3]=3)=[O:8])[C:10]3[CH:21]=[CH:20][CH:19]=[CH:18][C:11]=3[C:12]=2[N:25]=1. The catalyst class is: 8.